Dataset: Catalyst prediction with 721,799 reactions and 888 catalyst types from USPTO. Task: Predict which catalyst facilitates the given reaction. Product: [C:1]([O:5][C:6]([N:8]1[CH2:13][CH2:12][C:11]([CH:15]([O:19][S:27]([CH3:26])(=[O:29])=[O:28])[CH2:16][C:17]#[N:18])([CH3:14])[CH2:10][CH2:9]1)=[O:7])([CH3:4])([CH3:2])[CH3:3]. Reactant: [C:1]([O:5][C:6]([N:8]1[CH2:13][CH2:12][C:11]([CH:15]([OH:19])[CH2:16][C:17]#[N:18])([CH3:14])[CH2:10][CH2:9]1)=[O:7])([CH3:4])([CH3:3])[CH3:2].N1C=CC=CC=1.[CH3:26][S:27](Cl)(=[O:29])=[O:28]. The catalyst class is: 317.